This data is from Peptide-MHC class I binding affinity with 185,985 pairs from IEDB/IMGT. The task is: Regression. Given a peptide amino acid sequence and an MHC pseudo amino acid sequence, predict their binding affinity value. This is MHC class I binding data. (1) The peptide sequence is IEAKINVAD. The MHC is HLA-A80:01 with pseudo-sequence HLA-A80:01. The binding affinity (normalized) is 0.0847. (2) The peptide sequence is ILTRLALFF. The MHC is HLA-B18:01 with pseudo-sequence HLA-B18:01. The binding affinity (normalized) is 0.0847. (3) The peptide sequence is HALVSGVPL. The MHC is H-2-Kb with pseudo-sequence H-2-Kb. The binding affinity (normalized) is 0.148. (4) The peptide sequence is QALSPRTLNAW. The MHC is HLA-A11:01 with pseudo-sequence HLA-A11:01. The binding affinity (normalized) is 0.